This data is from Reaction yield outcomes from USPTO patents with 853,638 reactions. The task is: Predict the reaction yield, written as a fraction of the theoretical maximum amount of product (1.0 means a 100% yield; for example, 0.34 means a 34% yield). (1) The reactants are [OH:1][C:2]1[C:12]([N+:13]([O-])=O)=[CH:11][CH:10]=[CH:9][C:3]=1[C:4]([N:6]([CH3:8])[CH3:7])=[O:5].[H][H]. The catalyst is C(O)C.[Pd]. The product is [NH2:13][C:12]1[C:2]([OH:1])=[C:3]([CH:9]=[CH:10][CH:11]=1)[C:4]([N:6]([CH3:8])[CH3:7])=[O:5]. The yield is 1.00. (2) The reactants are [CH:1]([C:4]1[CH:5]=[C:6]2[C:16]([CH3:17])=[CH:15][C:14](=[O:18])[O:13][C:7]2=[C:8]([CH:10]([CH3:12])[CH3:11])[N:9]=1)([CH3:3])[CH3:2].[H-].[Al+3].[Li+].[H-].[H-].[H-]. The catalyst is CCOCC. The product is [OH:18][CH2:14]/[CH:15]=[C:16](\[C:6]1[CH:5]=[C:4]([CH:1]([CH3:2])[CH3:3])[N:9]=[C:8]([CH:10]([CH3:12])[CH3:11])[C:7]=1[OH:13])/[CH3:17]. The yield is 0.900. (3) The reactants are [NH2:1][C:2]1[C:7]([C:8]([OH:10])=[O:9])=[CH:6][N:5]=[C:4]([S:11][CH3:12])[N:3]=1.CO[C:15]1C=CC(CN)=C[CH:16]=1.ON1C2C=CC=CC=2N=N1. The catalyst is CN(C)C=O. The product is [NH2:1][C:2]1[C:7]([C:8]([O:10][CH2:15][CH3:16])=[O:9])=[CH:6][N:5]=[C:4]([S:11][CH3:12])[N:3]=1. The yield is 0.810. (4) The reactants are [N+:1]([C:4]1[CH:5]=[C:6]([NH:11][C:12](=[O:19])[C:13]2[CH:18]=[CH:17][CH:16]=[CH:15][CH:14]=2)[C:7](=O)[NH:8][CH:9]=1)([O-:3])=[O:2]. The catalyst is O. The product is [N+:1]([C:4]1[CH:5]=[C:6]2[N:11]=[C:12]([C:13]3[CH:14]=[CH:15][CH:16]=[CH:17][CH:18]=3)[O:19][C:7]2=[N:8][CH:9]=1)([O-:3])=[O:2]. The yield is 0.0300. (5) The reactants are C([O:3][C:4]([C:6]1[C:7](Cl)=[N:8][C:9]2[C:14]([CH:15]=1)=[CH:13][C:12]([Cl:16])=[C:11]([Cl:17])[CH:10]=2)=[O:5])C.[NH2:19][C@H:20]([C:28]([OH:30])=[O:29])[CH2:21][C:22]1[CH:27]=[CH:26][CH:25]=[CH:24][CH:23]=1.C(=O)([O-])[O-].[K+].[K+].Cl. The catalyst is CN(C=O)C.O. The product is [C:28]([C@@H:20]([NH:19][C:7]1[C:6]([C:4]([OH:3])=[O:5])=[CH:15][C:14]2[C:9](=[CH:10][C:11]([Cl:17])=[C:12]([Cl:16])[CH:13]=2)[N:8]=1)[CH2:21][C:22]1[CH:27]=[CH:26][CH:25]=[CH:24][CH:23]=1)([OH:30])=[O:29]. The yield is 0.380. (6) The reactants are [Cl-].O[NH3+:3].[C:4](=[O:7])([O-])[OH:5].[Na+].CS(C)=O.[CH2:13]([C:17]1[N:18]=[C:19]([CH3:47])[N:20]([CH2:39][C:40]2[CH:45]=[CH:44][C:43]([CH3:46])=[CH:42][N:41]=2)[C:21](=[O:38])[C:22]=1[CH2:23][C:24]1[CH:29]=[CH:28][C:27]([C:30]2[C:31]([C:36]#[N:37])=[CH:32][CH:33]=[CH:34][CH:35]=2)=[CH:26][CH:25]=1)[CH2:14][CH2:15][CH3:16]. The catalyst is C(OCC)(=O)C. The product is [CH2:13]([C:17]1[N:18]=[C:19]([CH3:47])[N:20]([CH2:39][C:40]2[CH:45]=[CH:44][C:43]([CH3:46])=[CH:42][N:41]=2)[C:21](=[O:38])[C:22]=1[CH2:23][C:24]1[CH:25]=[CH:26][C:27]([C:30]2[CH:35]=[CH:34][CH:33]=[CH:32][C:31]=2[C:36]2[NH:3][C:4](=[O:7])[O:5][N:37]=2)=[CH:28][CH:29]=1)[CH2:14][CH2:15][CH3:16]. The yield is 0.630. (7) The catalyst is C1(C)C=CC=CC=1.[Cu]I.O. The yield is 0.260. The product is [CH3:21][O:20][C:15]1[CH:16]=[CH:17][CH:18]=[CH:19][C:14]=1[CH2:13][NH:12][C:6]1[CH:5]=[CH:4][C:3]2[C:8](=[CH:9][CH:10]=[CH:11][C:2]=2[O:22][CH2:23][CH2:24][S:25][CH3:26])[N:7]=1. The reactants are I[C:2]1[CH:11]=[CH:10][CH:9]=[C:8]2[C:3]=1[CH:4]=[CH:5][C:6]([NH:12][CH2:13][C:14]1[CH:19]=[CH:18][CH:17]=[CH:16][C:15]=1[O:20][CH3:21])=[N:7]2.[OH:22][CH2:23][CH2:24][S:25][CH3:26].N1C2C(=CC=C3C=2N=CC=C3)C=CC=1.C(=O)([O-])[O-].[Cs+].[Cs+]. (8) The product is [OH:4][C@@H:3]([CH3:5])[C@@H:2]([NH:1][C:21]([O:20][CH2:14][CH2:15][CH2:16][CH2:17][CH2:18][CH3:19])=[O:22])[C:6]([OH:8])=[O:7]. The catalyst is O.C1COCC1. The reactants are [NH2:1][C@@H:2]([C:6]([OH:8])=[O:7])[C@H:3]([CH3:5])[OH:4].C([O-])(O)=O.[Na+].[CH2:14]([O:20][C:21](N1C=CC=CC1=O)=[O:22])[CH2:15][CH2:16][CH2:17][CH2:18][CH3:19]. The yield is 0.880.